Dataset: Forward reaction prediction with 1.9M reactions from USPTO patents (1976-2016). Task: Predict the product of the given reaction. (1) Given the reactants [CH3:1][O:2][C:3]1[CH:12]=[CH:11][CH:10]=[C:9]2[C:4]=1[CH2:5][CH2:6][C:7](B(O)O)=[CH:8]2.[Cl:16][C:17]1[CH:18]=[C:19]([CH2:23][N:24]2[CH:28]=[CH:27][N:26]=[C:25]2[CH3:29])[N:20]=[N:21][CH:22]=1, predict the reaction product. The product is: [ClH:16].[CH3:1][O:2][C:3]1[CH:12]=[CH:11][CH:10]=[C:9]2[C:4]=1[CH2:5][CH2:6][C:7]([C:17]1[CH:18]=[C:19]([CH2:23][N:24]3[CH:28]=[CH:27][N:26]=[C:25]3[CH3:29])[N:20]=[N:21][CH:22]=1)=[CH:8]2. (2) Given the reactants C([O:3][CH:4](OCC)[C:5]1[CH:6]=[C:7]([CH:11]2[NH:23][C:21]3[C:22]4[C:13](=[N:14][NH:15][C:16](=[O:24])[C:17]=4[CH:18]=[CH:19][CH:20]=3)[CH:12]2[C:25]2[CH:30]=[CH:29][CH:28]=[CH:27][CH:26]=2)[CH:8]=[CH:9][CH:10]=1)C.C(=O)([O-])[O-].[K+].[K+], predict the reaction product. The product is: [O:24]=[C:16]1[C:17]2[CH:18]=[CH:19][CH:20]=[C:21]3[NH:23][CH:11]([C:7]4[CH:6]=[C:5]([CH:10]=[CH:9][CH:8]=4)[CH:4]=[O:3])[CH:12]([C:25]4[CH:30]=[CH:29][CH:28]=[CH:27][CH:26]=4)[C:13]([C:22]=23)=[N:14][NH:15]1. (3) Given the reactants [N:1]1([C:7]([O:9][C:10]([CH3:13])([CH3:12])[CH3:11])=[O:8])[CH2:6][CH2:5][NH:4][CH2:3][CH2:2]1.[Cl:14][C:15]1[CH:20]=[N:19][CH:18]=[C:17](Cl)[N:16]=1.C([O-])([O-])=O.[K+].[K+].CCOCC, predict the reaction product. The product is: [Cl:14][C:15]1[N:16]=[C:17]([N:4]2[CH2:5][CH2:6][N:1]([C:7]([O:9][C:10]([CH3:13])([CH3:12])[CH3:11])=[O:8])[CH2:2][CH2:3]2)[CH:18]=[N:19][CH:20]=1. (4) The product is: [CH2:1]([N:8]1[CH:16]=[N:15][C:14]2[C:9]1=[N:10][C:11]([S:38][CH3:37])=[N:12][C:13]=2[NH:17][CH2:18][CH2:19][CH2:20][CH2:21][CH:22]=[C:23]([C:30]1[CH:35]=[CH:34][CH:33]=[CH:32][CH:31]=1)[C:24]1[CH:29]=[CH:28][CH:27]=[CH:26][CH:25]=1)[C:2]1[CH:7]=[CH:6][CH:5]=[CH:4][CH:3]=1. Given the reactants [CH2:1]([N:8]1[CH:16]=[N:15][C:14]2[C:9]1=[N:10][C:11](I)=[N:12][C:13]=2[NH:17][CH2:18][CH2:19][CH2:20][CH2:21][CH:22]=[C:23]([C:30]1[CH:35]=[CH:34][CH:33]=[CH:32][CH:31]=1)[C:24]1[CH:29]=[CH:28][CH:27]=[CH:26][CH:25]=1)[C:2]1[CH:7]=[CH:6][CH:5]=[CH:4][CH:3]=1.[CH3:37][S-:38].[Na+], predict the reaction product. (5) Given the reactants [Si]([O:8][CH2:9][C:10]1[C:11](Cl)=[CH:12][C:13]([C:16]2[CH:17]=[N:18][C:19]([C:22]([F:25])([F:24])[F:23])=[N:20][CH:21]=2)=[N:14][CH:15]=1)(C(C)(C)C)(C)C.FB([CH2:31][NH:32][C:33](=[O:39])[O:34][C:35]([CH3:38])([CH3:37])[CH3:36])(F)F.[K].COC1C=CC=C(OC)C=1C1C=CC=CC=1P(C1CCCCC1)C1CCCCC1.C(=O)([O-])[O-].[Na+].[Na+], predict the reaction product. The product is: [OH:8][CH2:9][C:10]1[C:11]([CH2:31][NH:32][C:33](=[O:39])[O:34][C:35]([CH3:38])([CH3:37])[CH3:36])=[CH:12][C:13]([C:16]2[CH:21]=[N:20][C:19]([C:22]([F:23])([F:24])[F:25])=[N:18][CH:17]=2)=[N:14][CH:15]=1. (6) Given the reactants [NH2:1][C:2]1[NH:3][C:4](=[O:28])[C:5]2[N:6]=[CH:7][N:8]([CH2:11][O:12][C@H:13]([CH2:19][O:20][CH2:21][C:22]3[CH:27]=[CH:26][CH:25]=[CH:24][CH:23]=3)[CH2:14][O:15]C(=O)C)[C:9]=2[N:10]=1, predict the reaction product. The product is: [NH2:1][C:2]1[NH:3][C:4](=[O:28])[C:5]2[N:6]=[CH:7][N:8]([CH2:11][O:12][C@@H:13]([CH2:14][OH:15])[CH2:19][O:20][CH2:21][C:22]3[CH:27]=[CH:26][CH:25]=[CH:24][CH:23]=3)[C:9]=2[N:10]=1. (7) The product is: [Na+:36].[Na+:36].[P:1]([O-:32])([O-:33])([O:3][CH2:4][C@@H:5]1[O:9][C:8](=[O:10])[N:7]([C:11]2[CH:16]=[CH:15][C:14]([C:17]3[CH:18]=[C:19]4[C:23](=[CH:24][CH:25]=3)[CH2:22][N:21]([C:26]3[NH:30][N:29]=[N:28][CH:27]=3)[CH2:20]4)=[C:13]([F:31])[CH:12]=2)[CH2:6]1)=[O:2]. Given the reactants [P:1]([OH:33])([OH:32])([O:3][CH2:4][C@@H:5]1[O:9][C:8](=[O:10])[N:7]([C:11]2[CH:16]=[CH:15][C:14]([C:17]3[CH:18]=[C:19]4[C:23](=[CH:24][CH:25]=3)[CH2:22][N:21]([C:26]3[NH:30][N:29]=[N:28][CH:27]=3)[CH2:20]4)=[C:13]([F:31])[CH:12]=2)[CH2:6]1)=[O:2].C[O-].[Na+:36], predict the reaction product.